Dataset: Reaction yield outcomes from USPTO patents with 853,638 reactions. Task: Predict the reaction yield, written as a fraction of the theoretical maximum amount of product (1.0 means a 100% yield; for example, 0.34 means a 34% yield). (1) The reactants are [F:1][C:2]1[CH:3]=[C:4]([N+:10]([O-:12])=[O:11])[CH:5]=[C:6]([F:9])[C:7]=1F.[Cl:13][C:14]1[CH:19]=[CH:18][C:17]([OH:20])=[CH:16][CH:15]=1.C([O-])([O-])=O.[Cs+].[Cs+]. The catalyst is CN(C=O)C. The product is [Cl:13][C:14]1[CH:19]=[CH:18][C:17]([O:20][C:7]2[C:6]([F:9])=[CH:5][C:4]([N+:10]([O-:12])=[O:11])=[CH:3][C:2]=2[F:1])=[CH:16][CH:15]=1. The yield is 1.06. (2) The reactants are [Cl:1][C:2]1[CH:7]=[CH:6][C:5]([C:8]2[S:16][C:15]3[C:14](=[O:17])[N:13]([C:18]4[CH:23]=[CH:22][C:21]([O:24][CH2:25][C:26]([OH:29])([CH3:28])[CH3:27])=[C:20]([O:30][CH3:31])[CH:19]=4)[CH:12]=[N:11][C:10]=3[CH:9]=2)=[CH:4][CH:3]=1.[C:32]1(=[O:38])[O:37][C:35](=[O:36])[CH2:34][CH2:33]1.CCO. The catalyst is CN(C1C=CN=CC=1)C.CC(N(C)C)=O.C(Cl)Cl. The product is [Cl:1][C:2]1[CH:7]=[CH:6][C:5]([C:8]2[S:16][C:15]3[C:14](=[O:17])[N:13]([C:18]4[CH:23]=[CH:22][C:21]([O:24][CH2:25][C:26]([CH3:28])([O:29][C:32](=[O:38])[CH2:33][CH2:34][C:35]([OH:37])=[O:36])[CH3:27])=[C:20]([O:30][CH3:31])[CH:19]=4)[CH:12]=[N:11][C:10]=3[CH:9]=2)=[CH:4][CH:3]=1. The yield is 0.530. (3) The reactants are [CH2:1]([CH:4]1[CH2:8][N:7]([CH2:9][C:10]2[C:18]3[C:13](=[N:14][CH:15]=[CH:16][CH:17]=3)[NH:12][CH:11]=2)[C:6](=[O:19])[CH2:5]1)[CH2:2][CH3:3].ClC1C=C(C=CC=1)C(OO)=[O:25].CCCCCC. The catalyst is COCCOC. The product is [O-:25][N+:14]1[CH:15]=[CH:16][CH:17]=[C:18]2[C:10]([CH2:9][N:7]3[CH2:8][CH:4]([CH2:1][CH2:2][CH3:3])[CH2:5][C:6]3=[O:19])=[CH:11][NH:12][C:13]=12. The yield is 0.470.